Dataset: Forward reaction prediction with 1.9M reactions from USPTO patents (1976-2016). Task: Predict the product of the given reaction. Given the reactants Cl[C:2]1[N:7]=[C:6]([C:8]2[C:9]([C:13]3[CH:18]=[CH:17][C:16]([F:19])=[CH:15][CH:14]=3)=[N:10][NH:11][CH:12]=2)[CH:5]=[CH:4][N:3]=1.[F:20][C:21]1[CH:27]=[CH:26][CH:25]=[CH:24][C:22]=1[NH2:23], predict the reaction product. The product is: [F:20][C:21]1[CH:27]=[CH:26][CH:25]=[CH:24][C:22]=1[NH:23][C:2]1[N:7]=[C:6]([C:8]2[C:9]([C:13]3[CH:18]=[CH:17][C:16]([F:19])=[CH:15][CH:14]=3)=[N:10][NH:11][CH:12]=2)[CH:5]=[CH:4][N:3]=1.